The task is: Token-level Classification. Given an antigen amino acid sequence, predict which amino acid positions are active epitope sites capable of antibody binding. Output is a list of indices for active positions.. This data is from B-cell epitopes from IEDB database with 3,159 antigens for binding position prediction. (1) Given the antigen sequence: PRVRRAAASSVCGSEPELCLWLRLLTGCAQGAVTMPHSYPALSAEQKKELSDIALRIVAPGKGILAADESVGSMAKRLSQIGVENTEENRRLYRQVLFSADDRVKKCIGGVIFFHETLYQKDDNGVPFVRTIQDKGIVVGIKVDKGVVPLAGTDGETTTQGLDGLSERCAQYKKDGADFAKWRCVLKISERTPSALAILENANVLARYASICQQNGIVPIVEPEILPDGDHDLKRCQYVTEKVLAAVYKALSDHHVYLEGTLLKPNMVTPGHACPIKYTPEEIAMATVTALRRTVPPAVPGVTFLSGGQSEEEASFNLNAINRCPLPRPWALTFSYGRALQASALNAWRGQRDNAGAATEEFIKRAEVNGLAAQGKYEGSGEDGGAAAQSLYIANHAY, which amino acid positions are active epitope sites? The epitope positions are: [272, 273, 274, 275, 276, 277, 278, 279, 280, 281, 282, 283, 284, 285, 286]. The amino acids at these positions are: ACPIKYTPEEIAMAT. (2) Given the antigen sequence: MEDGLIKQIGENLIVPGGVKTIEAHSRMVIPGGIDVHTRFQMPDQGMTSADDFFQGTKAALAGGTTMIIDHVVPEPGTSLLAAFDQWREWADSKSCCDYSLHVDISEWHKGIQEEMEALVKDHGVNSFLVYMAFKDRFQLTDCQIYEVLSVIRDIGAIAQVHAENGDIIAEEQQRILDLGITGPEGHVLSRPEEVEAEAVNRAITIANQTNCPLYITKVMSKSSAEVIAQARKKGTVVYGEPITASLGTDGSHYWSKNWAKAAAFVTSPPLSPDPTTPDFLNSLLSCGDLQVTGSAHCTFNTAQKAVGKDNFTLIPEGTNGTEERMSVIWDKAVVTGKMDENQFVAVTSTNAAKVFNLYPRKGRIAVGSDADLVIWDPDSVKTISAKTHNSSLEYNIFEGMECRGSPLVVISQGKIVLEDGTLHVTEGSGRYIPRKPFPDFVYKRIKARSRLAELRGVPRGLYDGPVCEVSVTPKTVTPASSAKTSPAKQQAPPVRNLHQ..., which amino acid positions are active epitope sites? The epitope positions are: [108, 109, 110, 111, 112, 113, 114, 115, 116, 117, 118, 119, 120, 121, 122]. The amino acids at these positions are: HKGIQEEMEALVKDH.